From a dataset of Forward reaction prediction with 1.9M reactions from USPTO patents (1976-2016). Predict the product of the given reaction. Given the reactants [C:1]([C:5]1[CH:12]=[CH:11][C:8]([CH:9]=O)=[CH:7][CH:6]=1)([CH3:4])([CH3:3])[CH3:2].Cl.[F:14][C:15]1[CH:16]=[C:17]([CH2:25][CH2:26][NH2:27])[CH:18]=[CH:19][C:20]=1[C:21]([F:24])([F:23])[F:22].C(=O)([O-])[O-].[K+].[K+].[BH4-].[Na+].Cl, predict the reaction product. The product is: [C:1]([C:5]1[CH:12]=[CH:11][C:8]([CH2:9][NH:27][CH2:26][CH2:25][C:17]2[CH:18]=[CH:19][C:20]([C:21]([F:22])([F:23])[F:24])=[C:15]([F:14])[CH:16]=2)=[CH:7][CH:6]=1)([CH3:4])([CH3:3])[CH3:2].